This data is from Forward reaction prediction with 1.9M reactions from USPTO patents (1976-2016). The task is: Predict the product of the given reaction. Given the reactants [Cl:1][C:2]1[CH:3]=[C:4]2[C:9](=[CH:10][C:11]=1[C:12](O)=[O:13])[N:8]=[CH:7][N:6]=[C:5]2[NH:15][CH:16]([C:18]1[NH:22][C:21]2[CH:23]=[CH:24][C:25]([Cl:27])=[CH:26][C:20]=2[N:19]=1)[CH3:17].FC1C(OC(N(C)C)=[N+](C)C)=C(F)C(F)=C(F)C=1F.F[P-](F)(F)(F)(F)F.C(N(C(C)C)CC)(C)C.[NH:63]1[CH2:68][CH2:67][CH2:66][CH2:65][CH:64]1[C:69]([O:71][CH2:72][CH3:73])=[O:70], predict the reaction product. The product is: [Cl:1][C:2]1[CH:3]=[C:4]2[C:9](=[CH:10][C:11]=1[C:12]([N:63]1[CH2:68][CH2:67][CH2:66][CH2:65][CH:64]1[C:69]([O:71][CH2:72][CH3:73])=[O:70])=[O:13])[N:8]=[CH:7][N:6]=[C:5]2[NH:15][CH:16]([C:18]1[NH:22][C:21]2[CH:23]=[CH:24][C:25]([Cl:27])=[CH:26][C:20]=2[N:19]=1)[CH3:17].